The task is: Predict which catalyst facilitates the given reaction.. This data is from Catalyst prediction with 721,799 reactions and 888 catalyst types from USPTO. (1) Reactant: [O:1]1[C:5]2[CH:6]=[C:7]([NH:10][C:11]3[C:12]4[N:13]([CH:18]=[CH:19][N:20]=4)[CH:14]=[C:15](Br)[N:16]=3)[CH:8]=[CH:9][C:4]=2[CH:3]=[N:2]1.S(O)(O)(=O)=O.[NH2:26][C:27]1[CH:28]=[C:29](B(O)O)[CH:30]=[CH:31][CH:32]=1.N[C:37]1[CH:38]=[C:39](B(O)O)[CH:40]=[CH:41][CH:42]=1.[C:46]([O-:49])([O-])=O.[Na+].[Na+]. Product: [O:1]1[C:5]2[CH:6]=[C:7]([NH:10][C:11]3[C:12]4[N:13]([CH:18]=[CH:19][N:20]=4)[CH:14]=[C:15]([C:31]4[CH:32]=[C:27]([NH:26][C:46](=[O:49])[C:42]5[CH:41]=[CH:40][C:39]([C:4]([CH3:9])([CH3:5])[CH3:3])=[CH:38][CH:37]=5)[CH:28]=[CH:29][CH:30]=4)[N:16]=3)[CH:8]=[CH:9][C:4]=2[CH:3]=[N:2]1. The catalyst class is: 57. (2) Reactant: [C:1]([N:4]1[C:13]2[C:8](=[CH:9][C:10]([C:14]3[CH:15]=[N:16][N:17]([CH2:19][CH2:20][N:21]([CH3:29])[C:22](=[O:28])[O:23][C:24]([CH3:27])([CH3:26])[CH3:25])[CH:18]=3)=[CH:11][CH:12]=2)[C@H:7]([NH2:30])[CH2:6][C@@H:5]1[CH3:31])(=[O:3])[CH3:2].Br[C:33]1[CH:38]=[CH:37][N:36]=[CH:35][CH:34]=1.C1(P(C2CCCCC2)C2C=CC=CC=2C2C(N(C)C)=CC=CC=2)CCCCC1.CC(C)([O-])C.[Na+]. Product: [C:1]([N:4]1[C:13]2[C:8](=[CH:9][C:10]([C:14]3[CH:15]=[N:16][N:17]([CH2:19][CH2:20][N:21]([CH3:29])[C:22](=[O:28])[O:23][C:24]([CH3:25])([CH3:26])[CH3:27])[CH:18]=3)=[CH:11][CH:12]=2)[C@H:7]([NH:30][C:33]2[CH:38]=[CH:37][N:36]=[CH:35][CH:34]=2)[CH2:6][C@@H:5]1[CH3:31])(=[O:3])[CH3:2]. The catalyst class is: 62. (3) Reactant: C(N(CC)CC)C.[CH2:8]([NH:15][C:16]1[C:21](I)=[C:20]([CH3:23])[N:19]=[C:18]([NH2:24])[N:17]=1)[C:9]1[CH:14]=[CH:13][CH:12]=[CH:11][CH:10]=1.[C:25]([O:29][CH2:30][CH3:31])(=[O:28])[CH:26]=[CH2:27]. Product: [CH2:30]([O:29][C:25](=[O:28])/[CH:26]=[CH:27]/[C:21]1[C:16]([NH:15][CH2:8][C:9]2[CH:14]=[CH:13][CH:12]=[CH:11][CH:10]=2)=[N:17][C:18]([NH2:24])=[N:19][C:20]=1[CH3:23])[CH3:31]. The catalyst class is: 128. (4) Reactant: [O:1]([CH2:8][C:9]1[NH:13][C:12]2[CH:14]=[CH:15][CH:16]=[CH:17][C:11]=2[N:10]=1)[C:2]1[CH:7]=[CH:6][CH:5]=[CH:4][CH:3]=1.C([O-])([O-])=O.[K+].[K+].[CH3:24][O:25][C:26]1[CH:27]=[C:28]([CH:31]=[CH:32][CH:33]=1)[CH2:29]Cl. Product: [CH3:24][O:25][C:26]1[CH:27]=[C:28]([CH:31]=[CH:32][CH:33]=1)[CH2:29][N:13]1[C:12]2[CH:14]=[CH:15][CH:16]=[CH:17][C:11]=2[N:10]=[C:9]1[CH2:8][O:1][C:2]1[CH:7]=[CH:6][CH:5]=[CH:4][CH:3]=1. The catalyst class is: 3. (5) Reactant: [N+](C1C=CC=CC=1)([O-])=O.[Cl-].[Al+3].[Cl-].[Cl-].[CH3:14][O:15][C:16]1[CH:24]=[CH:23][C:19]([C:20](Cl)=[O:21])=[CH:18][CH:17]=1.O[C:26]([C:29]1[NH:30][C:31]2[C:36]([CH:37]=1)=[CH:35][CH:34]=[C:33]([C:38]#[N:39])[CH:32]=2)([CH3:28])[CH3:27]. Product: [CH3:14][O:15][C:16]1[CH:24]=[CH:23][C:19]2[C:20](=[O:21])[C:37]3[C:36]4[C:31](=[CH:32][C:33]([C:38]#[N:39])=[CH:34][CH:35]=4)[NH:30][C:29]=3[C:26]([CH3:28])([CH3:27])[C:18]=2[CH:17]=1. The catalyst class is: 6. (6) Reactant: [NH2:1][C:2]1[CH:7]=[C:6]([C:8]([CH3:11])([CH3:10])[CH3:9])[CH:5]=[CH:4][C:3]=1[OH:12].O(CC)[C:14]([S-])=[S:15].[K+]. Product: [C:8]([C:6]1[CH:5]=[CH:4][C:3]2[O:12][C:14]([SH:15])=[N:1][C:2]=2[CH:7]=1)([CH3:9])([CH3:11])[CH3:10]. The catalyst class is: 8. (7) Reactant: [CH3:1][O:2][C:3]1[N:8]=[CH:7][C:6]([NH:9][C:10]2[C:19]([C:20]3[N:28]=[C:27]([CH3:29])[N:26]=[C:25]4[C:21]=3[N:22]=[CH:23][N:24]4C3CCCCO3)=[CH:18][C:17]3[C:12](=[CH:13][CH:14]=[CH:15][CH:16]=3)[N:11]=2)=[CH:5][CH:4]=1. Product: [CH3:1][O:2][C:3]1[N:8]=[CH:7][C:6]([NH:9][C:10]2[C:19]([C:20]3[N:28]=[C:27]([CH3:29])[N:26]=[C:25]4[C:21]=3[N:22]=[CH:23][NH:24]4)=[CH:18][C:17]3[C:12](=[CH:13][CH:14]=[CH:15][CH:16]=3)[N:11]=2)=[CH:5][CH:4]=1. The catalyst class is: 157.